From a dataset of Full USPTO retrosynthesis dataset with 1.9M reactions from patents (1976-2016). Predict the reactants needed to synthesize the given product. (1) Given the product [CH3:1][C:2]1[CH:16]=[CH:15][CH:14]=[C:13]([CH3:17])[C:3]=1[O:4][C:5]1[CH:12]=[CH:11][C:8]([CH2:9][NH2:10])=[CH:7][CH:6]=1, predict the reactants needed to synthesize it. The reactants are: [CH3:1][C:2]1[CH:16]=[CH:15][CH:14]=[C:13]([CH3:17])[C:3]=1[O:4][C:5]1[CH:12]=[CH:11][C:8]([C:9]#[N:10])=[CH:7][CH:6]=1.C1COCC1.[H-].[Al+3].[Li+].[H-].[H-].[H-].[OH-].[Na+]. (2) Given the product [Cl:38][C:33]1[CH:34]=[CH:35][CH:36]=[CH:37][C:32]=1[CH2:31][NH:30][C:26]1[N:25]=[C:24]([C:21]2[N:17]3[CH:18]=[CH:19][N:20]=[C:15]([NH:14][CH:11]4[CH2:10][CH2:9][CH:8]([NH2:7])[CH2:13][CH2:12]4)[C:16]3=[N:23][CH:22]=2)[CH:29]=[CH:28][CH:27]=1, predict the reactants needed to synthesize it. The reactants are: C(OC(=O)[NH:7][CH:8]1[CH2:13][CH2:12][CH:11]([NH:14][C:15]2[C:16]3[N:17]([C:21]([C:24]4[CH:29]=[CH:28][CH:27]=[C:26]([NH:30][CH2:31][C:32]5[CH:37]=[CH:36][CH:35]=[CH:34][C:33]=5[Cl:38])[N:25]=4)=[CH:22][N:23]=3)[CH:18]=[CH:19][N:20]=2)[CH2:10][CH2:9]1)(C)(C)C.